From a dataset of Reaction yield outcomes from USPTO patents with 853,638 reactions. Predict the reaction yield, written as a fraction of the theoretical maximum amount of product (1.0 means a 100% yield; for example, 0.34 means a 34% yield). The reactants are [C:1](N1C=CN=C1)(N1C=CN=C1)=[O:2].[CH2:13]([O:20][NH:21][CH2:22][CH2:23][CH2:24][CH2:25][CH2:26][CH2:27][N:28]1[C:34](=[O:35])[C:33]2[CH:36]=[CH:37][CH:38]=[CH:39][C:32]=2[O:31][C:30]2[CH:40]=[CH:41][CH:42]=[CH:43][C:29]1=2)[C:14]1[CH:19]=[CH:18][CH:17]=[CH:16][CH:15]=1.C(O)=O. The catalyst is C1COCC1.C(OCC)(=O)C. The product is [CH2:13]([O:20][N:21]([CH2:22][CH2:23][CH2:24][CH2:25][CH2:26][CH2:27][N:28]1[C:34](=[O:35])[C:33]2[CH2:36][CH2:37][CH:38]=[CH:39][C:32]=2[O:31][C:30]2[CH:40]=[CH:41][CH:42]=[CH:43][C:29]1=2)[CH:1]=[O:2])[C:14]1[CH:19]=[CH:18][CH:17]=[CH:16][CH:15]=1. The yield is 0.500.